Dataset: Catalyst prediction with 721,799 reactions and 888 catalyst types from USPTO. Task: Predict which catalyst facilitates the given reaction. (1) Reactant: C[O-].[Na+].Cl.[NH2:5][OH:6].C[O:8][C:9](=O)[CH2:10][CH2:11][S:12][CH2:13][CH2:14][NH:15][C:16](=[O:27])/[CH:17]=[CH:18]/[CH:19]=[CH:20]/[C:21]1[CH:26]=[CH:25][CH:24]=[CH:23][CH:22]=1. Product: [OH:6][NH:5][C:9]([CH2:10][CH2:11][S:12][CH2:13][CH2:14][NH:15][C:16](=[O:27])/[CH:17]=[CH:18]/[CH:19]=[CH:20]/[C:21]1[CH:26]=[CH:25][CH:24]=[CH:23][CH:22]=1)=[O:8]. The catalyst class is: 5. (2) Reactant: [OH-].[Na+].[CH2:3]([N:5]([CH2:25][CH3:26])[CH2:6][CH2:7][N:8]1[C:17]2[C:12](=[CH:13][C:14]([NH:18]C(=O)C(F)(F)F)=[CH:15][CH:16]=2)[CH2:11][CH2:10][CH2:9]1)[CH3:4]. Product: [CH2:25]([N:5]([CH2:3][CH3:4])[CH2:6][CH2:7][N:8]1[C:17]2[C:12](=[CH:13][C:14]([NH2:18])=[CH:15][CH:16]=2)[CH2:11][CH2:10][CH2:9]1)[CH3:26]. The catalyst class is: 5. (3) Product: [I:17][C:11]1[CH:10]=[N:9][C:8]2[NH:7][C:4]([CH3:6])([CH3:5])[C:3](=[O:2])[NH:14][C:13]=2[CH:12]=1. Reactant: C[O:2][C:3](=O)[C:4]([NH:7][C:8]1[C:13]([N+:14]([O-])=O)=[CH:12][C:11]([I:17])=[CH:10][N:9]=1)([CH3:6])[CH3:5].O.O.Cl[Sn]Cl. The catalyst class is: 8. (4) Reactant: Cl[C:2]1[N:7]=[CH:6][C:5]([Br:8])=[CH:4][N:3]=1.[NH2:9][C:10]1[CH:15]=[CH:14][C:13]([C:16](=[O:21])[C:17]([F:20])([F:19])[F:18])=[CH:12][CH:11]=1.[Cl-].[NH4+]. Product: [Br:8][C:5]1[CH:4]=[N:3][C:2]([NH:9][C:10]2[CH:15]=[CH:14][C:13]([C:16](=[O:21])[C:17]([F:18])([F:19])[F:20])=[CH:12][CH:11]=2)=[N:7][CH:6]=1. The catalyst class is: 51.